Dataset: Reaction yield outcomes from USPTO patents with 853,638 reactions. Task: Predict the reaction yield, written as a fraction of the theoretical maximum amount of product (1.0 means a 100% yield; for example, 0.34 means a 34% yield). The reactants are [CH2:1]([NH:8][C:9]([C:11]1[S:12][CH:13]=[CH:14][C:15]=1[CH3:16])=[O:10])[C:2]1[CH:7]=[CH:6][CH:5]=[CH:4][CH:3]=1.[Br:17]N1C(=O)CCC1=O. The catalyst is C(#N)C.C(OCC)(=O)C. The product is [CH2:1]([NH:8][C:9]([C:11]1[S:12][C:13]([Br:17])=[CH:14][C:15]=1[CH3:16])=[O:10])[C:2]1[CH:3]=[CH:4][CH:5]=[CH:6][CH:7]=1. The yield is 0.730.